This data is from Forward reaction prediction with 1.9M reactions from USPTO patents (1976-2016). The task is: Predict the product of the given reaction. Given the reactants [Cl:1][C:2]1[C:7]([N+:8]([O-:10])=[O:9])=[C:6](Cl)[CH:5]=[C:4]([CH3:12])[N:3]=1.C(N(CC)CC)C.[CH3:20][CH:21]([CH3:24])[CH2:22][NH2:23], predict the reaction product. The product is: [Cl:1][C:2]1[C:7]([N+:8]([O-:10])=[O:9])=[C:6]([NH:23][CH2:22][CH:21]([CH3:24])[CH3:20])[CH:5]=[C:4]([CH3:12])[N:3]=1.